This data is from Reaction yield outcomes from USPTO patents with 853,638 reactions. The task is: Predict the reaction yield, written as a fraction of the theoretical maximum amount of product (1.0 means a 100% yield; for example, 0.34 means a 34% yield). The reactants are [Cl:1][C:2]1[C:7]2[S:8][CH:9]=[CH:10][C:6]=2[N:5]=[CH:4][CH:3]=1.C([Li])CCC.Br[C:17]1[N:22]=[CH:21][C:20]([CH2:23][CH2:24][N:25]2[CH2:30][CH2:29][O:28][CH2:27][CH2:26]2)=[CH:19][CH:18]=1.[Cl-].[NH4+]. The catalyst is C1COCC1.[Cl-].[Zn+2].[Cl-].C1C=CC([P]([Pd]([P](C2C=CC=CC=2)(C2C=CC=CC=2)C2C=CC=CC=2)([P](C2C=CC=CC=2)(C2C=CC=CC=2)C2C=CC=CC=2)[P](C2C=CC=CC=2)(C2C=CC=CC=2)C2C=CC=CC=2)(C2C=CC=CC=2)C2C=CC=CC=2)=CC=1. The product is [Cl:1][C:2]1[CH:3]=[CH:4][N:5]=[C:6]2[CH:10]=[C:9]([C:17]3[N:22]=[CH:21][C:20]([CH2:23][CH2:24][N:25]4[CH2:30][CH2:29][O:28][CH2:27][CH2:26]4)=[CH:19][CH:18]=3)[S:8][C:7]=12. The yield is 1.00.